From a dataset of NCI-60 drug combinations with 297,098 pairs across 59 cell lines. Regression. Given two drug SMILES strings and cell line genomic features, predict the synergy score measuring deviation from expected non-interaction effect. (1) Drug 1: CC(C1=C(C=CC(=C1Cl)F)Cl)OC2=C(N=CC(=C2)C3=CN(N=C3)C4CCNCC4)N. Drug 2: C1=CC=C(C(=C1)C(C2=CC=C(C=C2)Cl)C(Cl)Cl)Cl. Cell line: U251. Synergy scores: CSS=1.02, Synergy_ZIP=-0.804, Synergy_Bliss=0.726, Synergy_Loewe=-0.172, Synergy_HSA=0.774. (2) Drug 1: CC1=CC=C(C=C1)C2=CC(=NN2C3=CC=C(C=C3)S(=O)(=O)N)C(F)(F)F. Drug 2: COC1=NC(=NC2=C1N=CN2C3C(C(C(O3)CO)O)O)N. Cell line: HCC-2998. Synergy scores: CSS=-11.2, Synergy_ZIP=2.51, Synergy_Bliss=-3.45, Synergy_Loewe=-4.53, Synergy_HSA=-7.89. (3) Drug 1: CC1C(C(=O)NC(C(=O)N2CCCC2C(=O)N(CC(=O)N(C(C(=O)O1)C(C)C)C)C)C(C)C)NC(=O)C3=C4C(=C(C=C3)C)OC5=C(C(=O)C(=C(C5=N4)C(=O)NC6C(OC(=O)C(N(C(=O)CN(C(=O)C7CCCN7C(=O)C(NC6=O)C(C)C)C)C)C(C)C)C)N)C. Drug 2: CC1CCC2CC(C(=CC=CC=CC(CC(C(=O)C(C(C(=CC(C(=O)CC(OC(=O)C3CCCCN3C(=O)C(=O)C1(O2)O)C(C)CC4CCC(C(C4)OC)O)C)C)O)OC)C)C)C)OC. Cell line: HCT116. Synergy scores: CSS=-4.97, Synergy_ZIP=0.235, Synergy_Bliss=-3.41, Synergy_Loewe=-7.63, Synergy_HSA=-6.70. (4) Drug 1: CC1=C(C(CCC1)(C)C)C=CC(=CC=CC(=CC(=O)O)C)C. Drug 2: CN1C(=O)N2C=NC(=C2N=N1)C(=O)N. Cell line: HL-60(TB). Synergy scores: CSS=20.2, Synergy_ZIP=-5.40, Synergy_Bliss=-3.65, Synergy_Loewe=-12.0, Synergy_HSA=-0.772. (5) Drug 1: CCC1=CC2CC(C3=C(CN(C2)C1)C4=CC=CC=C4N3)(C5=C(C=C6C(=C5)C78CCN9C7C(C=CC9)(C(C(C8N6C)(C(=O)OC)O)OC(=O)C)CC)OC)C(=O)OC.C(C(C(=O)O)O)(C(=O)O)O. Drug 2: CC1C(C(CC(O1)OC2CC(CC3=C2C(=C4C(=C3O)C(=O)C5=C(C4=O)C(=CC=C5)OC)O)(C(=O)C)O)N)O.Cl. Cell line: BT-549. Synergy scores: CSS=46.5, Synergy_ZIP=-6.09, Synergy_Bliss=-6.52, Synergy_Loewe=-7.40, Synergy_HSA=-4.59. (6) Cell line: NCI-H226. Synergy scores: CSS=42.6, Synergy_ZIP=1.21, Synergy_Bliss=1.10, Synergy_Loewe=-0.249, Synergy_HSA=-0.270. Drug 2: CC(C)(C#N)C1=CC(=CC(=C1)CN2C=NC=N2)C(C)(C)C#N. Drug 1: CC1C(C(CC(O1)OC2CC(OC(C2O)C)OC3=CC4=CC5=C(C(=O)C(C(C5)C(C(=O)C(C(C)O)O)OC)OC6CC(C(C(O6)C)O)OC7CC(C(C(O7)C)O)OC8CC(C(C(O8)C)O)(C)O)C(=C4C(=C3C)O)O)O)O.